Dataset: Forward reaction prediction with 1.9M reactions from USPTO patents (1976-2016). Task: Predict the product of the given reaction. (1) The product is: [Cl:27][C:24]1[CH:25]=[CH:26][C:21]([C:18]2([C:16]([N:14]3[CH2:15][C@H:11]([S:8]([C:3]4[CH:4]=[CH:5][CH:6]=[CH:7][C:2]=4[Cl:1])(=[O:10])=[O:9])[CH2:12][C@H:13]3[C:28]([NH:41][C@@H:38]([CH2:39][CH3:40])[C:37](=[O:42])[C:36]([NH:35][CH2:31][CH:32]([CH3:33])[CH3:34])=[O:43])=[O:30])=[O:17])[CH2:20][CH2:19]2)=[CH:22][CH:23]=1. Given the reactants [Cl:1][C:2]1[CH:7]=[CH:6][CH:5]=[CH:4][C:3]=1[S:8]([C@H:11]1[CH2:15][N:14]([C:16]([C:18]2([C:21]3[CH:26]=[CH:25][C:24]([Cl:27])=[CH:23][CH:22]=3)[CH2:20][CH2:19]2)=[O:17])[C@H:13]([C:28]([OH:30])=O)[CH2:12]1)(=[O:10])=[O:9].[CH2:31]([NH:35][C:36](=[O:43])[C:37](=[O:42])[C@@H:38]([NH2:41])[CH2:39][CH3:40])[CH:32]([CH3:34])[CH3:33], predict the reaction product. (2) Given the reactants C[O:2][C:3](=[O:43])[C:4]1[CH:9]=[CH:8][C:7]([NH:10][C:11]([C@H:13]2[C@H:17]([C:18]3[CH:23]=[CH:22][CH:21]=[C:20]([Cl:24])[C:19]=3[F:25])[C@:16]([C:28]3[CH:33]=[CH:32][C:31]([Cl:34])=[CH:30][C:29]=3[F:35])([C:26]#[N:27])[C@H:15]([CH2:36][C:37]([CH3:40])([CH3:39])[CH3:38])[NH:14]2)=[O:12])=[CH:6][C:5]=1[O:41][CH3:42].[CH:44](=O)[CH2:45][CH2:46][CH2:47][CH3:48].C(O[BH-](OC(=O)C)OC(=O)C)(=O)C.[Na+].[Li+].[OH-], predict the reaction product. The product is: [Cl:24][C:20]1[C:19]([F:25])=[C:18]([C@@H:17]2[C@:16]([C:28]3[CH:33]=[CH:32][C:31]([Cl:34])=[CH:30][C:29]=3[F:35])([C:26]#[N:27])[C@H:15]([CH2:36][C:37]([CH3:38])([CH3:39])[CH3:40])[N:14]([CH2:44][CH2:45][CH2:46][CH2:47][CH3:48])[C@H:13]2[C:11]([NH:10][C:7]2[CH:8]=[CH:9][C:4]([C:3]([OH:2])=[O:43])=[C:5]([O:41][CH3:42])[CH:6]=2)=[O:12])[CH:23]=[CH:22][CH:21]=1.